Dataset: Peptide-MHC class I binding affinity with 185,985 pairs from IEDB/IMGT. Task: Regression. Given a peptide amino acid sequence and an MHC pseudo amino acid sequence, predict their binding affinity value. This is MHC class I binding data. (1) The peptide sequence is RLLRMNNEN. The MHC is HLA-A01:01 with pseudo-sequence HLA-A01:01. The binding affinity (normalized) is 0.0847. (2) The peptide sequence is KLITPNYMK. The binding affinity (normalized) is 0.850. The MHC is HLA-A11:01 with pseudo-sequence HLA-A11:01.